The task is: Predict the reactants needed to synthesize the given product.. This data is from Full USPTO retrosynthesis dataset with 1.9M reactions from patents (1976-2016). Given the product [CH2:24]([O:26][CH2:27][CH2:28][N:29]1[CH:33]=[CH:32][CH:31]=[C:30]1[C:34]([C:2]1[CH:7]=[CH:6][C:5]([N:8]([CH3:18])[S:9]([C:12]2[CH:17]=[CH:16][CH:15]=[CH:14][CH:13]=2)(=[O:11])=[O:10])=[CH:4][CH:3]=1)([OH:39])[C:35]([F:36])([F:37])[F:38])[CH3:25], predict the reactants needed to synthesize it. The reactants are: Br[C:2]1[CH:7]=[CH:6][C:5]([N:8]([CH3:18])[S:9]([C:12]2[CH:17]=[CH:16][CH:15]=[CH:14][CH:13]=2)(=[O:11])=[O:10])=[CH:4][CH:3]=1.[Li]C(C)(C)C.[CH2:24]([O:26][CH2:27][CH2:28][N:29]1[CH:33]=[CH:32][CH:31]=[C:30]1[C:34](=[O:39])[C:35]([F:38])([F:37])[F:36])[CH3:25].